Dataset: Full USPTO retrosynthesis dataset with 1.9M reactions from patents (1976-2016). Task: Predict the reactants needed to synthesize the given product. (1) Given the product [O:2]=[CH:1][CH2:27][CH2:24][O:28][C:29](=[O:30])[NH:31][CH:44]([CH3:45])[CH3:46], predict the reactants needed to synthesize it. The reactants are: [CH3:1][O:2]C1C=C(C2C(N3CCNCC3)=C3C=CNC3=NC=2)C=CC=1.[C:24]([O:28][C:29]([N:31]([CH:44]([CH3:46])[CH3:45])C[C@H](C1C=CC(Cl)=CC=1)C(O)=O)=[O:30])([CH3:27])(C)C.C1C=CC2N(O)N=NC=2C=1.O.CCN=C=NCCCN(C)C.CCN(C(C)C)C(C)C. (2) Given the product [F:9][C:4]1[CH:5]=[C:6]([I:8])[CH:7]=[C:2]([F:1])[C:3]=1[C@@H:10]1[C:15]2[NH:16][C:17]3[C:22]([C:14]=2[CH2:13][C@@H:12]([CH3:23])[N:11]1[S:34]([CH3:33])(=[O:36])=[O:35])=[CH:21][CH:20]=[CH:19][CH:18]=3, predict the reactants needed to synthesize it. The reactants are: [F:1][C:2]1[CH:7]=[C:6]([I:8])[CH:5]=[C:4]([F:9])[C:3]=1[C@@H:10]1[C:15]2[NH:16][C:17]3[C:22]([C:14]=2[CH2:13][C@@H:12]([CH3:23])[NH:11]1)=[CH:21][CH:20]=[CH:19][CH:18]=3.C(N(CC)C(C)C)(C)C.[CH3:33][S:34](Cl)(=[O:36])=[O:35]. (3) Given the product [C:12]1([C:5]2[C:6]3[C:11](=[CH:10][CH:9]=[CH:8][CH:7]=3)[C:2]([N:28]3[CH2:27][C@@H:26]4[CH2:31][C@H:29]3[CH2:30][N:25]4[C:18]([O:20][C:21]([CH3:24])([CH3:23])[CH3:22])=[O:19])=[N:3][N:4]=2)[CH:17]=[CH:16][CH:15]=[CH:14][CH:13]=1, predict the reactants needed to synthesize it. The reactants are: Cl[C:2]1[C:11]2[C:6](=[CH:7][CH:8]=[CH:9][CH:10]=2)[C:5]([C:12]2[CH:17]=[CH:16][CH:15]=[CH:14][CH:13]=2)=[N:4][N:3]=1.[C:18]([N:25]1[CH2:30][C@@H:29]2[CH2:31][C@H:26]1[CH2:27][NH:28]2)([O:20][C:21]([CH3:24])([CH3:23])[CH3:22])=[O:19]. (4) The reactants are: [Cl:1][C:2]1[C:7]([N+:8]([O-])=O)=[C:6]([Cl:11])[N:5]=[CH:4][N:3]=1. Given the product [Cl:1][C:2]1[C:7]([NH2:8])=[C:6]([Cl:11])[N:5]=[CH:4][N:3]=1, predict the reactants needed to synthesize it. (5) Given the product [C:16]([O:15][C:13]([N:9]1[CH2:10][CH2:11][CH2:12][C@H:8]1[C:6]1[NH:21][C:22]([CH2:29][CH2:30][CH2:31][CH:32]([CH3:33])[CH3:34])=[C:23]([C:24]([O:26][CH2:27][CH3:28])=[O:25])[CH:35]([C:37]2[CH:45]=[CH:44][C:40]([C:41]([OH:43])=[O:42])=[CH:39][CH:38]=2)[C:5]=1[C:4]([O:3][CH2:1][CH3:2])=[O:20])=[O:14])([CH3:19])([CH3:18])[CH3:17], predict the reactants needed to synthesize it. The reactants are: [CH2:1]([O:3][C:4](=[O:20])[CH2:5][C:6]([C@@H:8]1[CH2:12][CH2:11][CH2:10][N:9]1[C:13]([O:15][C:16]([CH3:19])([CH3:18])[CH3:17])=[O:14])=O)[CH3:2].[NH2:21]/[C:22](/[CH2:29][CH2:30][CH2:31][CH:32]([CH3:34])[CH3:33])=[CH:23]\[C:24]([O:26][CH2:27][CH3:28])=[O:25].[CH:35]([C:37]1[CH:45]=[CH:44][C:40]([C:41]([OH:43])=[O:42])=[CH:39][CH:38]=1)=O.N1CCCCC1.